From a dataset of Catalyst prediction with 721,799 reactions and 888 catalyst types from USPTO. Predict which catalyst facilitates the given reaction. (1) Reactant: [F:1][C:2]1[CH:22]=[CH:21][C:5]([CH2:6][CH:7]2[CH2:12][CH:11]([C:13]([O:15]C)=[O:14])[CH2:10][CH2:9][N:8]2[C:17]([O:19][CH3:20])=[O:18])=[CH:4][CH:3]=1.[Br-].[Li+].C(N(CC)CC)C.CC(OC)(C)C. Product: [F:1][C:2]1[CH:3]=[CH:4][C:5]([CH2:6][CH:7]2[CH2:12][CH:11]([C:13]([OH:15])=[O:14])[CH2:10][CH2:9][N:8]2[C:17]([O:19][CH3:20])=[O:18])=[CH:21][CH:22]=1. The catalyst class is: 47. (2) Reactant: C1C=CC2N(O)N=NC=2C=1.O.CCN=C=NCCCN(C)C.[C:23]([O:27][C:28]([N:30]1[CH2:35][CH2:34][CH:33]([CH2:36][CH2:37][CH2:38][O:39][C:40]2[CH:45]=[CH:44][C:43]([C:46]([OH:48])=O)=[C:42]([CH3:49])[CH:41]=2)[CH2:32][CH2:31]1)=[O:29])([CH3:26])([CH3:25])[CH3:24].[NH2:50][CH2:51][C@H:52]([OH:55])[CH2:53][OH:54].CCN(CC)CC. Product: [C:23]([O:27][C:28]([N:30]1[CH2:31][CH2:32][CH:33]([CH2:36][CH2:37][CH2:38][O:39][C:40]2[CH:45]=[CH:44][C:43]([C:46](=[O:48])[NH:50][CH2:51][C@H:52]([OH:55])[CH2:53][OH:54])=[C:42]([CH3:49])[CH:41]=2)[CH2:34][CH2:35]1)=[O:29])([CH3:24])([CH3:26])[CH3:25]. The catalyst class is: 61. (3) Reactant: Cl.[NH:2]1[CH2:10][CH2:9][CH:8]=[C:4]([C:5]([OH:7])=[O:6])[CH2:3]1.[CH2:11](N(CC)CC)C.Br[CH2:19][CH2:20][Cl:21]. Product: [Cl:21][CH2:20][CH2:19][N:2]1[CH2:10][CH2:9][CH:8]=[C:4]([C:5]([O:7][CH3:11])=[O:6])[CH2:3]1. The catalyst class is: 21. (4) Reactant: [N+:1]([C:4]1[CH:9]=[CH:8][C:7]([S:10][CH:11]2[CH2:16][CH2:15][N:14](C(OC(C)(C)C)=O)[CH2:13][CH2:12]2)=[CH:6][CH:5]=1)([O-:3])=[O:2].[ClH:24].CCOCC. Product: [Cl-:24].[N+:1]([C:4]1[CH:5]=[CH:6][C:7]([S:10][CH:11]2[CH2:16][CH2:15][NH2+:14][CH2:13][CH2:12]2)=[CH:8][CH:9]=1)([O-:3])=[O:2]. The catalyst class is: 12. (5) Reactant: [Cl-].O[NH3+:3].[C:4](=[O:7])([O-])[OH:5].[Na+].CS(C)=O.[OH:13][C:14]([CH3:53])([CH3:52])[CH2:15][O:16][C@H:17]1[CH2:22][CH2:21][C@H:20]([N:23]2[C:28](=[O:29])[C:27]([CH2:30][C:31]3[CH:36]=[CH:35][C:34]([C:37]4[C:38]([C:43]#[N:44])=[CH:39][CH:40]=[CH:41][CH:42]=4)=[CH:33][CH:32]=3)=[C:26]([CH2:45][CH2:46][CH3:47])[N:25]3[N:48]=[C:49]([CH3:51])[N:50]=[C:24]23)[CH2:19][CH2:18]1. Product: [OH:13][C:14]([CH3:52])([CH3:53])[CH2:15][O:16][C@H:17]1[CH2:22][CH2:21][C@H:20]([N:23]2[C:28](=[O:29])[C:27]([CH2:30][C:31]3[CH:36]=[CH:35][C:34]([C:37]4[CH:42]=[CH:41][CH:40]=[CH:39][C:38]=4[C:43]4[NH:3][C:4](=[O:7])[O:5][N:44]=4)=[CH:33][CH:32]=3)=[C:26]([CH2:45][CH2:46][CH3:47])[N:25]3[N:48]=[C:49]([CH3:51])[N:50]=[C:24]23)[CH2:19][CH2:18]1. The catalyst class is: 69. (6) Reactant: [NH2:1][C:2]1[CH:3]=[CH:4][C:5]([NH:27][C:28](=[O:39])[C:29]2[CH:34]=[CH:33][C:32]([C:35]([CH3:38])([CH3:37])[CH3:36])=[CH:31][CH:30]=2)=[C:6]([CH:26]=1)[C:7]([NH:9][C:10]1[CH:18]=[C:17]2[C:13]([CH:14]=[N:15][N:16]2[C:19]([O:21][C:22]([CH3:25])([CH3:24])[CH3:23])=[O:20])=[CH:12][CH:11]=1)=[O:8].N1C=CC=CC=1.[CH3:46][S:47](Cl)(=[O:49])=[O:48]. Product: [C:19]([N:16]1[C:17]2[C:13](=[CH:12][CH:11]=[C:10]([NH:9][C:7](=[O:8])[C:6]3[CH:26]=[C:2]([NH:1][S:47]([CH3:46])(=[O:49])=[O:48])[CH:3]=[CH:4][C:5]=3[NH:27][C:28](=[O:39])[C:29]3[CH:30]=[CH:31][C:32]([C:35]([CH3:38])([CH3:37])[CH3:36])=[CH:33][CH:34]=3)[CH:18]=2)[CH:14]=[N:15]1)([O:21][C:22]([CH3:25])([CH3:24])[CH3:23])=[O:20]. The catalyst class is: 410.